Predict the product of the given reaction. From a dataset of Forward reaction prediction with 1.9M reactions from USPTO patents (1976-2016). (1) Given the reactants [CH3:1][N:2]([CH3:13])[CH2:3][CH:4]([C:8]1[CH:12]=[CH:11][S:10][CH:9]=1)[C:5]([OH:7])=O.C(Cl)CCl.[NH2:18][C:19]1[CH:20]=[C:21]2[C:26](=[CH:27][CH:28]=1)[CH:25]=[N:24][CH:23]=[CH:22]2.C([O-])(O)=O.[Na+], predict the reaction product. The product is: [CH3:13][N:2]([CH3:1])[CH2:3][CH:4]([C:8]1[CH:12]=[CH:11][S:10][CH:9]=1)[C:5]([NH:18][C:19]1[CH:20]=[C:21]2[C:26](=[CH:27][CH:28]=1)[CH:25]=[N:24][CH:23]=[CH:22]2)=[O:7]. (2) Given the reactants [C:1]([O:9][C@@H:10]1[C@@H:18]([CH2:19][F:20])[O:17][C@H:16]2[C@H:12]([N:13]=[C:14]([N:21](CC=C)[C:22]([O:24][C:25]([CH3:28])([CH3:27])[CH3:26])=[O:23])[S:15]2)[C@H:11]1[O:32][C:33](=[O:40])[C:34]1[CH:39]=[CH:38][CH:37]=[CH:36][CH:35]=1)(=[O:8])[C:2]1[CH:7]=[CH:6][CH:5]=[CH:4][CH:3]=1.C(O)=O.CCN(CC)CC, predict the reaction product. The product is: [C:1]([O:9][C@@H:10]1[C@@H:18]([CH2:19][F:20])[O:17][C@H:16]2[C@H:12]([N:13]=[C:14]([NH:21][C:22]([O:24][C:25]([CH3:28])([CH3:27])[CH3:26])=[O:23])[S:15]2)[C@H:11]1[O:32][C:33](=[O:40])[C:34]1[CH:39]=[CH:38][CH:37]=[CH:36][CH:35]=1)(=[O:8])[C:2]1[CH:7]=[CH:6][CH:5]=[CH:4][CH:3]=1.